This data is from Forward reaction prediction with 1.9M reactions from USPTO patents (1976-2016). The task is: Predict the product of the given reaction. (1) Given the reactants [OH-].[K+].[CH3:3][O:4][C:5](=[O:30])[CH:6]([NH:15][C:16]1[CH:21]=[CH:20][CH:19]=[CH:18][C:17]=1[C:22](=[O:29])[C:23]1[CH:28]=[CH:27][CH:26]=[N:25][CH:24]=1)[CH2:7][C:8]1[CH:13]=[CH:12][C:11]([OH:14])=[CH:10][CH:9]=1.[Br:31][CH2:32][CH2:33]Br, predict the reaction product. The product is: [CH3:3][O:4][C:5](=[O:30])[CH:6]([NH:15][C:16]1[CH:21]=[CH:20][CH:19]=[CH:18][C:17]=1[C:22](=[O:29])[C:23]1[CH:28]=[CH:27][CH:26]=[N:25][CH:24]=1)[CH2:7][C:8]1[CH:13]=[CH:12][C:11]([O:14][CH2:33][CH2:32][Br:31])=[CH:10][CH:9]=1. (2) The product is: [CH3:1][C:2]1[C:6]2[C:7]([O:11][C:12]3[CH:17]=[CH:16][C:15]([NH2:18])=[CH:14][CH:13]=3)=[CH:8][CH:9]=[CH:10][C:5]=2[O:4][N:3]=1. Given the reactants [CH3:1][C:2]1[C:6]2[C:7]([O:11][C:12]3[CH:17]=[CH:16][C:15]([N+:18]([O-])=O)=[CH:14][CH:13]=3)=[CH:8][CH:9]=[CH:10][C:5]=2[O:4][N:3]=1.O.O.[Sn](Cl)Cl, predict the reaction product. (3) The product is: [Br:16][C:17]1[C:18]([C:10]2[CH:11]=[CH:12][C:7]([C:5]([NH:4][CH2:3][C:1]#[N:2])=[O:6])=[CH:8][CH:9]=2)=[N:19][C:20]([I:23])=[N:21][CH:22]=1. Given the reactants [C:1]([CH2:3][NH:4][C:5]([C:7]1[CH:12]=[CH:11][C:10](B(O)O)=[CH:9][CH:8]=1)=[O:6])#[N:2].[Br:16][C:17]1[C:18](I)=[N:19][C:20]([I:23])=[N:21][CH:22]=1.C(=O)([O-])[O-].[K+].[K+], predict the reaction product.